Predict the product of the given reaction. From a dataset of Forward reaction prediction with 1.9M reactions from USPTO patents (1976-2016). (1) Given the reactants [N+:1]([C:4]1[CH:16]=[CH:15][C:7]([C:8]([O:10][C:11]([CH3:14])([CH3:13])[CH3:12])=[O:9])=[C:6]([C:17]#[C:18][Si](C)(C)C)[CH:5]=1)([O-:3])=[O:2].C(=O)([O-])[O-].[K+].[K+].O, predict the reaction product. The product is: [C:17]([C:6]1[CH:5]=[C:4]([N+:1]([O-:3])=[O:2])[CH:16]=[CH:15][C:7]=1[C:8]([O:10][C:11]([CH3:14])([CH3:13])[CH3:12])=[O:9])#[CH:18]. (2) The product is: [CH3:25][NH:24][C:4]1[CH:5]=[C:6]([CH2:9][CH2:10][N:11]2[CH2:12][CH2:13][NH:14][CH2:15][CH2:16]2)[CH:7]=[CH:8][C:3]=1[C:1]#[N:2]. Given the reactants [C:1]([C:3]1[CH:8]=[CH:7][C:6]([CH2:9][CH2:10][N:11]2[CH2:16][CH2:15][N:14](C(OC(C)(C)C)=O)[CH2:13][CH2:12]2)=[CH:5][C:4]=1[NH:24][CH3:25])#[N:2].C(O)(C(F)(F)F)=O, predict the reaction product. (3) Given the reactants [NH2:1][C:2]1[C:7]([OH:8])=[CH:6][C:5]([Br:9])=[CH:4][N:3]=1.[Cl:10][CH2:11][CH:12]=O, predict the reaction product. The product is: [ClH:10].[Br:9][C:5]1[CH:6]=[C:7]([OH:8])[C:2]2[N:3]([CH:11]=[CH:12][N:1]=2)[CH:4]=1.